From a dataset of NCI-60 drug combinations with 297,098 pairs across 59 cell lines. Regression. Given two drug SMILES strings and cell line genomic features, predict the synergy score measuring deviation from expected non-interaction effect. (1) Drug 1: CC1OCC2C(O1)C(C(C(O2)OC3C4COC(=O)C4C(C5=CC6=C(C=C35)OCO6)C7=CC(=C(C(=C7)OC)O)OC)O)O. Drug 2: CC1C(C(CC(O1)OC2CC(OC(C2O)C)OC3=CC4=CC5=C(C(=O)C(C(C5)C(C(=O)C(C(C)O)O)OC)OC6CC(C(C(O6)C)O)OC7CC(C(C(O7)C)O)OC8CC(C(C(O8)C)O)(C)O)C(=C4C(=C3C)O)O)O)O. Cell line: IGROV1. Synergy scores: CSS=23.6, Synergy_ZIP=-5.97, Synergy_Bliss=1.01, Synergy_Loewe=0.730, Synergy_HSA=1.75. (2) Drug 1: C1CN1C2=NC(=NC(=N2)N3CC3)N4CC4. Drug 2: C1=C(C(=O)NC(=O)N1)N(CCCl)CCCl. Cell line: ACHN. Synergy scores: CSS=28.5, Synergy_ZIP=-8.01, Synergy_Bliss=-6.90, Synergy_Loewe=-12.7, Synergy_HSA=-4.50.